Dataset: Forward reaction prediction with 1.9M reactions from USPTO patents (1976-2016). Task: Predict the product of the given reaction. (1) Given the reactants CC([N:5]([C@H:9]([CH3:29])[C:10]([NH:12][C:13]1[CH:18]=[CH:17][C:16]([O:19][C:20]2[CH:25]=[C:24]([O:26][CH3:27])[CH:23]=[CH:22][C:21]=2[CH3:28])=[CH:15][CH:14]=1)=[O:11])C(=O)[O-])(C)C.C(O)(C(F)(F)F)=O, predict the reaction product. The product is: [CH3:28][C:21]1[CH:22]=[CH:23][C:24]([O:26][CH3:27])=[CH:25][C:20]=1[O:19][C:16]1[CH:17]=[CH:18][C:13]([NH:12][C:10](=[O:11])[C@@H:9]([CH3:29])[NH2:5])=[CH:14][CH:15]=1. (2) Given the reactants [C:1]([O:5][C:6]([NH:8][C@H:9]1[C@H:13]([C:14]2[CH:19]=[CH:18][C:17]([F:20])=[C:16]([F:21])[CH:15]=2)[CH2:12][N:11]([CH:22]([CH2:27][O:28]C)[C:23]([O:25][CH3:26])=O)[CH2:10]1)=[O:7])([CH3:4])([CH3:3])[CH3:2].[BH4-].[Na+], predict the reaction product. The product is: [F:21][C:16]1[CH:15]=[C:14]([C@@H:13]2[CH2:12][N:11]([CH:22]([CH2:23][O:25][CH3:26])[CH2:27][OH:28])[CH2:10][C@H:9]2[NH:8][C:6](=[O:7])[O:5][C:1]([CH3:3])([CH3:2])[CH3:4])[CH:19]=[CH:18][C:17]=1[F:20]. (3) The product is: [CH3:13][O:11][C:10](=[O:12])[CH2:9][CH2:8][C:3]1[CH:4]=[CH:5][CH:6]=[CH:7][C:2]=1[Br:1]. Given the reactants [Br:1][C:2]1[CH:7]=[CH:6][CH:5]=[CH:4][C:3]=1[CH2:8][CH2:9][C:10]([OH:12])=[O:11].[CH3:13]O, predict the reaction product. (4) Given the reactants [CH:1]1([C:18]([O:20][C@@H:21]2[CH:26]3[CH2:27][CH2:28][N:23]([CH2:24][CH2:25]3)[CH2:22]2)=[O:19])[C:10]2[C:5](=[CH:6][CH:7]=[CH:8][CH:9]=2)[CH2:4][CH2:3][N:2]1[C:11](OC(C)(C)C)=O.Cl.O1CCOCC1.[Cl:36][C:37]1[CH:38]=[N+:39]([O-:66])[CH:40]=[C:41]([Cl:65])[C:42]=1[CH2:43][C@H:44]([O:55][C:56]([C:58]1[S:59][C:60](C=O)=[CH:61][CH:62]=1)=[O:57])[C:45]1[CH:50]=[CH:49][C:48]([O:51][CH3:52])=[C:47]([O:53][CH3:54])[CH:46]=1.C(O)(=O)C.C(O[BH-](OC(=O)C)OC(=O)C)(=O)C.[Na+], predict the reaction product. The product is: [N:23]12[CH2:24][CH2:25][CH:26]([CH2:27][CH2:28]1)[C@@H:21]([O:20][C:18]([CH:1]1[C:10]3[C:5](=[CH:6][CH:7]=[CH:8][CH:9]=3)[CH2:4][CH2:3][N:2]1[CH2:11][C:60]1[S:59][C:58]([C:56]([O:55][C@H:44]([C:45]3[CH:50]=[CH:49][C:48]([O:51][CH3:52])=[C:47]([O:53][CH3:54])[CH:46]=3)[CH2:43][C:42]3[C:41]([Cl:65])=[CH:40][N+:39]([O-:66])=[CH:38][C:37]=3[Cl:36])=[O:57])=[CH:62][CH:61]=1)=[O:19])[CH2:22]2. (5) Given the reactants [F:1][C:2]1[CH:3]=[C:4]([CH2:12]C(O)=O)[CH:5]=[C:6]([F:11])[C:7]=1[N+:8]([O-:10])=[O:9].C(=O)([O-])[O-].[K+].[K+], predict the reaction product. The product is: [F:1][C:2]1[CH:3]=[C:4]([CH3:12])[CH:5]=[C:6]([F:11])[C:7]=1[N+:8]([O-:10])=[O:9]. (6) Given the reactants [CH3:1][O:2][C:3]1[CH:4]=[C:5]([CH2:11][CH2:12][C:13]2[N:14]=[C:15]3[C:21]([C:22]([OH:24])=O)=[C:20]([C:25]4[CH:30]=[CH:29][C:28]([N:31]5[CH2:36][CH2:35][N:34]([CH3:37])[CH2:33][CH2:32]5)=[CH:27][CH:26]=4)[N:19](COCC[Si](C)(C)C)[C:16]3=[N:17][CH:18]=2)[CH:6]=[C:7]([O:9][CH3:10])[CH:8]=1.[CH3:46][N:47](C(ON1N=NC2C=CC=NC1=2)=[N+](C)C)C.F[P-](F)(F)(F)(F)F.CN.C1COCC1.C(N(CC)C(C)C)(C)C, predict the reaction product. The product is: [CH3:10][O:9][C:7]1[CH:6]=[C:5]([CH2:11][CH2:12][C:13]2[N:14]=[C:15]3[C:21]([C:22]([NH:47][CH3:46])=[O:24])=[C:20]([C:25]4[CH:26]=[CH:27][C:28]([N:31]5[CH2:36][CH2:35][N:34]([CH3:37])[CH2:33][CH2:32]5)=[CH:29][CH:30]=4)[NH:19][C:16]3=[N:17][CH:18]=2)[CH:4]=[C:3]([O:2][CH3:1])[CH:8]=1. (7) Given the reactants [Br:1][C:2]1[CH:3]=[C:4]2[C:9](=[CH:10][CH:11]=1)[CH:8]=[C:7]([C:12]([N+:17]([O-:19])=[O:18])([CH2:15][OH:16])[CH2:13][OH:14])[CH:6]=[CH:5]2.C(Cl)Cl.CO[C:25](OC)([CH3:27])[CH3:26].B(F)(F)F.CCOCC, predict the reaction product. The product is: [Br:1][C:2]1[CH:3]=[C:4]2[C:9](=[CH:10][CH:11]=1)[CH:8]=[C:7]([C:12]1([N+:17]([O-:19])=[O:18])[CH2:15][O:16][C:25]([CH3:27])([CH3:26])[O:14][CH2:13]1)[CH:6]=[CH:5]2. (8) Given the reactants [NH2:1][C:2]1[N:11]=[C:5]2[C:6](O)=[CH:7][CH:8]=[CH:9][N:4]2[N:3]=1.FC1C=CC(S(C)(=O)=O)=CC=1.CC(C)([O-])C.[K+], predict the reaction product. The product is: [N:11]1[C:2]([NH2:1])=[N:3][N:4]2[CH:9]=[CH:8][CH:7]=[CH:6][C:5]=12. (9) Given the reactants [Cl:1][C:2]1[C:7]([S:8]([N:11]([O:14][CH3:15])[CH2:12][CH3:13])(=[O:10])=[O:9])=[C:6]([OH:16])[C:5]([NH:17][C:18]2[C:21](=[O:22])[C:20](=[O:23])[C:19]=2[O:24][CH2:25][CH3:26])=[CH:4][CH:3]=1.Cl.C(NOC)C.Cl.O1CCCN1, predict the reaction product. The product is: [Cl:1][C:2]1[CH:3]=[CH:4][C:5]([NH:17][C:18]2[C:21](=[O:22])[C:20](=[O:23])[C:19]=2[O:24][CH2:25][CH3:26])=[C:6]([OH:16])[C:7]=1[S:8]([N:11]1[CH2:12][CH2:13][CH2:15][O:14]1)(=[O:10])=[O:9]. (10) Given the reactants [NH2:1][C@@H:2]([CH2:35][C:36]1[CH:41]=[CH:40][CH:39]=[CH:38][CH:37]=1)[C@@H:3]([NH:24][C:25]([O:27][CH2:28][C:29]1[CH:34]=[CH:33][CH:32]=[CH:31][CH:30]=1)=[O:26])[CH2:4][C:5]([NH:7][C@@H:8]([C@@H:20]([CH3:23])[CH2:21][CH3:22])[C:9]([NH:11][C@@H:12]([CH:17]([CH3:19])[CH3:18])[C:13]([O:15][CH3:16])=[O:14])=[O:10])=[O:6].[CH3:42][C:43]([CH3:64])([CH3:63])[C@H:44]([NH:48][C:49](=[O:62])[C@@H:50]([NH:55][C:56](=[O:61])[CH2:57][CH:58]([CH3:60])[CH3:59])[CH2:51][CH:52]([CH3:54])[CH3:53])[C:45](O)=[O:46].C(N(C(C)C)C(C)C)C.CN(C(ON1N=NC2C=CC=NC1=2)=[N+](C)C)C.F[P-](F)(F)(F)(F)F.C(=O)([O-])O.[Na+], predict the reaction product. The product is: [CH2:28]([O:27][C:25]([NH:24][C@H:3]([C@@H:2]([NH:1][C:45](=[O:46])[C@@H:44]([NH:48][C:49](=[O:62])[C@@H:50]([NH:55][C:56](=[O:61])[CH2:57][CH:58]([CH3:59])[CH3:60])[CH2:51][CH:52]([CH3:54])[CH3:53])[C:43]([CH3:63])([CH3:42])[CH3:64])[CH2:35][C:36]1[CH:37]=[CH:38][CH:39]=[CH:40][CH:41]=1)[CH2:4][C:5]([NH:7][C@@H:8]([C@@H:20]([CH3:23])[CH2:21][CH3:22])[C:9]([NH:11][C@@H:12]([CH:17]([CH3:19])[CH3:18])[C:13]([O:15][CH3:16])=[O:14])=[O:10])=[O:6])=[O:26])[C:29]1[CH:34]=[CH:33][CH:32]=[CH:31][CH:30]=1.